This data is from Ames mutagenicity test results for genotoxicity prediction. The task is: Regression/Classification. Given a drug SMILES string, predict its toxicity properties. Task type varies by dataset: regression for continuous values (e.g., LD50, hERG inhibition percentage) or binary classification for toxic/non-toxic outcomes (e.g., AMES mutagenicity, cardiotoxicity, hepatotoxicity). Dataset: ames. (1) The compound is Nc1ncnc2c1ncn2[C@@H]1CC[C@H](CO)O1. The result is 1 (mutagenic). (2) The drug is CCN(CC)CCCN(c1ccccc1)C1Cc2ccccc2C1. The result is 0 (non-mutagenic). (3) The drug is CC(C)NCC1CCc2cc(CO)c([N+](=O)[O-])cc2N1. The result is 1 (mutagenic). (4) The molecule is O=[N+]([O-])CCO. The result is 1 (mutagenic).